From a dataset of NCI-60 drug combinations with 297,098 pairs across 59 cell lines. Regression. Given two drug SMILES strings and cell line genomic features, predict the synergy score measuring deviation from expected non-interaction effect. (1) Drug 1: CCN(CC)CCNC(=O)C1=C(NC(=C1C)C=C2C3=C(C=CC(=C3)F)NC2=O)C. Drug 2: C(CN)CNCCSP(=O)(O)O. Cell line: UACC-257. Synergy scores: CSS=-1.60, Synergy_ZIP=0.958, Synergy_Bliss=2.25, Synergy_Loewe=2.44, Synergy_HSA=-1.36. (2) Drug 1: CNC(=O)C1=CC=CC=C1SC2=CC3=C(C=C2)C(=NN3)C=CC4=CC=CC=N4. Drug 2: CC(C)(C#N)C1=CC(=CC(=C1)CN2C=NC=N2)C(C)(C)C#N. Cell line: MCF7. Synergy scores: CSS=5.54, Synergy_ZIP=-1.37, Synergy_Bliss=0.499, Synergy_Loewe=0.868, Synergy_HSA=1.04.